From a dataset of NCI-60 drug combinations with 297,098 pairs across 59 cell lines. Regression. Given two drug SMILES strings and cell line genomic features, predict the synergy score measuring deviation from expected non-interaction effect. (1) Drug 1: CCC1=C2CN3C(=CC4=C(C3=O)COC(=O)C4(CC)O)C2=NC5=C1C=C(C=C5)O. Synergy scores: CSS=41.9, Synergy_ZIP=-0.0374, Synergy_Bliss=7.52, Synergy_Loewe=5.05, Synergy_HSA=5.24. Cell line: SK-OV-3. Drug 2: C1=CC=C(C=C1)NC(=O)CCCCCCC(=O)NO. (2) Drug 1: CC1=C(C(=O)C2=C(C1=O)N3CC4C(C3(C2COC(=O)N)OC)N4)N. Drug 2: CC1C(C(CC(O1)OC2CC(CC3=C2C(=C4C(=C3O)C(=O)C5=CC=CC=C5C4=O)O)(C(=O)C)O)N)O. Cell line: CCRF-CEM. Synergy scores: CSS=47.9, Synergy_ZIP=-4.67, Synergy_Bliss=-3.53, Synergy_Loewe=-0.720, Synergy_HSA=0.790. (3) Drug 1: C1=CC=C(C(=C1)C(C2=CC=C(C=C2)Cl)C(Cl)Cl)Cl. Drug 2: CCC1(C2=C(COC1=O)C(=O)N3CC4=CC5=C(C=CC(=C5CN(C)C)O)N=C4C3=C2)O.Cl. Cell line: OVCAR-4. Synergy scores: CSS=4.13, Synergy_ZIP=-2.45, Synergy_Bliss=-1.04, Synergy_Loewe=-2.36, Synergy_HSA=-0.235.